From a dataset of Full USPTO retrosynthesis dataset with 1.9M reactions from patents (1976-2016). Predict the reactants needed to synthesize the given product. (1) Given the product [C:12]1([CH:8]2[C:7]([C:18]3[CH:19]=[CH:20][C:21]4[O:26][CH2:25][C:24](=[O:27])[NH:23][C:22]=4[CH:28]=3)=[CH:6][C:5]3[C:10](=[CH:11][C:2]([B:29]4[O:33][C:32]([CH3:35])([CH3:34])[C:31]([CH3:37])([CH3:36])[O:30]4)=[CH:3][CH:4]=3)[S:9]2)[CH:17]=[CH:16][CH:15]=[CH:14][CH:13]=1, predict the reactants needed to synthesize it. The reactants are: I[C:2]1[CH:11]=[C:10]2[C:5]([CH:6]=[C:7]([C:18]3[CH:19]=[CH:20][C:21]4[O:26][CH2:25][C:24](=[O:27])[NH:23][C:22]=4[CH:28]=3)[CH:8]([C:12]3[CH:17]=[CH:16][CH:15]=[CH:14][CH:13]=3)[S:9]2)=[CH:4][CH:3]=1.[B:29]1([B:29]2[O:33][C:32]([CH3:35])([CH3:34])[C:31]([CH3:37])([CH3:36])[O:30]2)[O:33][C:32]([CH3:35])([CH3:34])[C:31]([CH3:37])([CH3:36])[O:30]1.C([O-])(=O)C.[K+].CN(C=O)C. (2) Given the product [OH:34][CH2:33][CH2:35][NH:36][C:29](=[O:30])[C@H:28]([O:27][C:25]1[CH:24]=[CH:23][CH:22]=[C:21]2[C:26]=1[C:17]([NH:16][C:4]1[CH:5]=[CH:6][C:7]([O:8][C:9]3[CH:10]=[N:11][C:12]([CH3:15])=[CH:13][CH:14]=3)=[C:2]([CH3:1])[CH:3]=1)=[N:18][CH:19]=[N:20]2)[CH3:32], predict the reactants needed to synthesize it. The reactants are: [CH3:1][C:2]1[CH:3]=[C:4]([NH:16][C:17]2[C:26]3[C:21](=[CH:22][CH:23]=[CH:24][C:25]=3[O:27][C@H:28]([CH3:32])[C:29](O)=[O:30])[N:20]=[CH:19][N:18]=2)[CH:5]=[CH:6][C:7]=1[O:8][C:9]1[CH:10]=[N:11][C:12]([CH3:15])=[CH:13][CH:14]=1.[CH2:33]([CH2:35][NH2:36])[OH:34]. (3) Given the product [C:1]([CH:3]([P:27]([O:32][CH2:33][CH3:34])([O:29][CH2:30][CH3:31])=[O:28])[N:4]1[CH2:9][CH2:8][N:7]([C:10]([O:12][C:13]([CH3:16])([CH3:15])[CH3:14])=[O:11])[CH2:6][CH2:5]1)#[N:2], predict the reactants needed to synthesize it. The reactants are: [C:1]([CH2:3][N:4]1[CH2:9][CH2:8][N:7]([C:10]([O:12][C:13]([CH3:16])([CH3:15])[CH3:14])=[O:11])[CH2:6][CH2:5]1)#[N:2].C[Si]([N-][Si](C)(C)C)(C)C.[Li+].[P:27](OCl)([O:32][CH2:33][CH3:34])([O:29][CH2:30][CH3:31])=[O:28]. (4) Given the product [CH:1]([C:3]1[CH:10]=[CH:9][C:6]([CH2:7][N:11]2[CH2:16][CH2:15][NH:14][CH2:13][CH2:12]2)=[CH:5][CH:4]=1)=[CH2:2], predict the reactants needed to synthesize it. The reactants are: [CH:1]([C:3]1[CH:10]=[CH:9][C:6]([CH2:7]Cl)=[CH:5][CH:4]=1)=[CH2:2].[NH:11]1[CH2:16][CH2:15][NH:14][CH2:13][CH2:12]1. (5) Given the product [CH:1]1[C:10]2[C:5](=[CH:6][CH:7]=[CH:8][CH:9]=2)[CH:4]=[C:3]([C:11]2[CH:12]=[C:13]([NH:18][C:19]3[C:28]4[CH2:27][CH2:26][N:25]([S:39]([CH3:38])(=[O:41])=[O:40])[CH2:24][C:23]=4[CH:22]=[CH:21][N:20]=3)[CH:14]=[CH:15][C:16]=2[CH3:17])[N:2]=1, predict the reactants needed to synthesize it. The reactants are: [CH:1]1[C:10]2[C:5](=[CH:6][CH:7]=[CH:8][CH:9]=2)[CH:4]=[C:3]([C:11]2[CH:12]=[C:13]([NH:18][C:19]3[C:28]4[CH2:27][CH2:26][NH:25][CH2:24][C:23]=4[CH:22]=[CH:21][N:20]=3)[CH:14]=[CH:15][C:16]=2[CH3:17])[N:2]=1.CCN(C(C)C)C(C)C.[CH3:38][S:39](Cl)(=[O:41])=[O:40]. (6) Given the product [NH2:8][C:9]1[S:13][C:12]([C:14]2[C:19]([F:20])=[CH:18][CH:17]=[CH:16][C:15]=2[F:21])=[N:11][C:10]=1[C:22]([NH:24][C:25]1[CH:29]=[N:28][N:27]([CH3:30])[C:26]=1[N:31]1[CH2:32][CH2:33][CH2:34][C:35]2([CH2:36][NH:37][CH2:38]2)[CH2:46]1)=[O:23], predict the reactants needed to synthesize it. The reactants are: C(OC([NH:8][C:9]1[S:13][C:12]([C:14]2[C:19]([F:20])=[CH:18][CH:17]=[CH:16][C:15]=2[F:21])=[N:11][C:10]=1[C:22]([NH:24][C:25]1[CH:29]=[N:28][N:27]([CH3:30])[C:26]=1[N:31]1[CH2:46][C:35]2([CH2:38][N:37](C(OC(C)(C)C)=O)[CH2:36]2)[CH2:34][CH2:33][CH2:32]1)=[O:23])=O)(C)(C)C.ClCCl.Cl.